This data is from Full USPTO retrosynthesis dataset with 1.9M reactions from patents (1976-2016). The task is: Predict the reactants needed to synthesize the given product. (1) Given the product [CH3:13][N:12]([CH3:14])[C:9]1[CH:8]=[CH:7][CH:6]=[C:5]2[C:10]=1[CH:11]=[C:2]([N:20]1[CH2:21][CH2:22][N:17]([CH3:16])[CH2:18][CH2:19]1)[NH:3][C:4]2=[O:15], predict the reactants needed to synthesize it. The reactants are: Cl[C:2]1[NH:3][C:4](=[O:15])[C:5]2[C:10]([CH:11]=1)=[C:9]([N:12]([CH3:14])[CH3:13])[CH:8]=[CH:7][CH:6]=2.[CH3:16][N:17]1[CH2:22][CH2:21][NH:20][CH2:19][CH2:18]1. (2) Given the product [N:27]([CH2:9][C:7]1[O:8][C:4]2[CH:3]=[C:2]([Cl:1])[CH:12]=[CH:11][C:5]=2[CH:6]=1)=[N+:28]=[N-:29], predict the reactants needed to synthesize it. The reactants are: [Cl:1][C:2]1[CH:12]=[CH:11][C:5]2[CH:6]=[C:7]([CH2:9]O)[O:8][C:4]=2[CH:3]=1.C1C=CC(P([N:27]=[N+:28]=[N-:29])(C2C=CC=CC=2)=O)=CC=1.C1CCN2C(=NCCC2)CC1. (3) Given the product [Cl:43][C:44]1[C:53]2[C:48](=[C:49]([C:55]([NH:1][C:2]3[C:7]([F:8])=[CH:6][CH:5]=[C:4]([N:9]([CH2:16][C:17]4[CH:18]=[CH:19][C:20]([O:23][CH3:24])=[CH:21][CH:22]=4)[S:10]([CH2:13][CH2:14][CH3:15])(=[O:12])=[O:11])[C:3]=3[Cl:25])=[O:56])[CH:50]=[C:51]([CH3:54])[CH:52]=2)[N:47]=[CH:46][N:45]=1, predict the reactants needed to synthesize it. The reactants are: [NH2:1][C:2]1[C:3]([Cl:25])=[C:4]([N:9]([CH2:16][C:17]2[CH:22]=[CH:21][C:20]([O:23][CH3:24])=[CH:19][CH:18]=2)[S:10]([CH2:13][CH2:14][CH3:15])(=[O:12])=[O:11])[CH:5]=[CH:6][C:7]=1[F:8].C1(C)C=CC=CC=1.C[Al](C)C.CCCCCC.[Cl:43][C:44]1[C:53]2[C:48](=[C:49]([C:55](OC)=[O:56])[CH:50]=[C:51]([CH3:54])[CH:52]=2)[N:47]=[CH:46][N:45]=1. (4) Given the product [C:44]([NH:52][C@H:53]([C:54]([N:8]1[CH2:9][CH2:10][N:5]([S:2]([CH3:1])(=[O:4])=[O:3])[CH2:6][CH2:7]1)=[O:55])[CH2:57][CH2:58][CH2:59][C:60]([OH:62])=[O:61])(=[O:51])[C:45]1[CH:46]=[CH:47][CH:48]=[CH:49][CH:50]=1, predict the reactants needed to synthesize it. The reactants are: [CH3:1][S:2]([N:5]1[CH2:10][CH2:9][NH:8][CH2:7][CH2:6]1)(=[O:4])=[O:3].CN(C(ON1N=NC2C=CC=NC1=2)=[N+](C)C)C.F[P-](F)(F)(F)(F)F.CCN(C(C)C)C(C)C.[C:44]([NH:52][C@@H:53]([CH2:57][CH2:58][CH2:59][C:60]([O:62]C)=[O:61])[C:54](O)=[O:55])(=[O:51])[C:45]1[CH:50]=[CH:49][CH:48]=[CH:47][CH:46]=1.[Li+].[OH-]. (5) Given the product [CH3:26][O:25][CH2:24][CH2:23][NH:22][CH2:20][C:16]1[CH:15]=[C:14]([O:13][C:12]2[CH:11]=[CH:10][C:9]([NH:8][C:6]3[CH:5]=[C:4]([C:29]4[CH:34]=[CH:33][CH:32]=[CH:31][CH:30]=4)[N:3]=[C:2]([NH2:1])[N:7]=3)=[CH:28][CH:27]=2)[CH:19]=[CH:18][N:17]=1, predict the reactants needed to synthesize it. The reactants are: [NH2:1][C:2]1[N:7]=[C:6]([NH:8][C:9]2[CH:28]=[CH:27][C:12]([O:13][C:14]3[CH:19]=[CH:18][N:17]=[C:16]([C:20]([NH:22][CH2:23][CH2:24][O:25][CH3:26])=O)[CH:15]=3)=[CH:11][CH:10]=2)[CH:5]=[C:4]([C:29]2[CH:34]=[CH:33][CH:32]=[CH:31][CH:30]=2)[N:3]=1.[H-].[Al+3].[Li+].[H-].[H-].[H-].[H][H]. (6) The reactants are: [OH:1][C:2]1[CH:7]=[CH:6][CH:5]=[C:4]([OH:8])[CH:3]=1.[Cl-].[Al+3].[Cl-].[Cl-].[N+]([C:16]1[CH:21]=[CH:20]C=CC=1)([O-])=O.[CH:22]1C(Cl)=CC=C(Cl)C=1. Given the product [CH2:22]([C:5]1[CH:6]=[CH:7][C:2]([OH:1])=[CH:3][C:4]=1[OH:8])[CH:21]([CH3:20])[CH3:16], predict the reactants needed to synthesize it. (7) The reactants are: [C:1]([Si:5]([C:40]([CH3:43])([CH3:42])[CH3:41])([C:34]1[CH:39]=[CH:38][CH:37]=[CH:36][CH:35]=1)[O:6][CH2:7][CH:8]([CH3:33])[O:9][C:10]1[CH:11]=[C:12]([O:22][C:23]2[CH:28]=[CH:27][C:26]([S:29]([CH3:32])(=[O:31])=[O:30])=[CH:25][CH:24]=2)[CH:13]=[C:14]2[C:18]=1[NH:17][C:16]([C:19]([OH:21])=O)=[CH:15]2)([CH3:4])([CH3:3])[CH3:2].Cl.C[N:46](C)CCCN=C=NCC.[NH4+].ON1C2C=CC=CC=2N=N1.CN(C)C=O. Given the product [C:1]([Si:5]([C:40]([CH3:43])([CH3:42])[CH3:41])([C:34]1[CH:39]=[CH:38][CH:37]=[CH:36][CH:35]=1)[O:6][CH2:7][CH:8]([CH3:33])[O:9][C:10]1[CH:11]=[C:12]([O:22][C:23]2[CH:28]=[CH:27][C:26]([S:29]([CH3:32])(=[O:31])=[O:30])=[CH:25][CH:24]=2)[CH:13]=[C:14]2[C:18]=1[NH:17][C:16]([C:19]([NH2:46])=[O:21])=[CH:15]2)([CH3:3])([CH3:2])[CH3:4], predict the reactants needed to synthesize it.